From a dataset of NCI-60 drug combinations with 297,098 pairs across 59 cell lines. Regression. Given two drug SMILES strings and cell line genomic features, predict the synergy score measuring deviation from expected non-interaction effect. (1) Drug 1: CC1=C(C=C(C=C1)NC2=NC=CC(=N2)N(C)C3=CC4=NN(C(=C4C=C3)C)C)S(=O)(=O)N.Cl. Drug 2: C1CCC(CC1)NC(=O)N(CCCl)N=O. Cell line: K-562. Synergy scores: CSS=29.1, Synergy_ZIP=-7.02, Synergy_Bliss=-0.142, Synergy_Loewe=-2.42, Synergy_HSA=1.23. (2) Drug 1: C1=C(C(=O)NC(=O)N1)F. Drug 2: CC1C(C(CC(O1)OC2CC(CC3=C2C(=C4C(=C3O)C(=O)C5=CC=CC=C5C4=O)O)(C(=O)C)O)N)O. Cell line: 786-0. Synergy scores: CSS=59.0, Synergy_ZIP=-1.75, Synergy_Bliss=-5.72, Synergy_Loewe=-3.70, Synergy_HSA=-1.04. (3) Drug 1: CC12CCC3C(C1CCC2=O)CC(=C)C4=CC(=O)C=CC34C. Drug 2: CC(C1=C(C=CC(=C1Cl)F)Cl)OC2=C(N=CC(=C2)C3=CN(N=C3)C4CCNCC4)N. Cell line: SR. Synergy scores: CSS=50.8, Synergy_ZIP=-3.44, Synergy_Bliss=-6.00, Synergy_Loewe=-22.4, Synergy_HSA=-6.59. (4) Drug 1: C1=NC2=C(N=C(N=C2N1C3C(C(C(O3)CO)O)O)F)N. Drug 2: COC1=C2C(=CC3=C1OC=C3)C=CC(=O)O2. Cell line: COLO 205. Synergy scores: CSS=31.6, Synergy_ZIP=-9.51, Synergy_Bliss=-3.24, Synergy_Loewe=-19.0, Synergy_HSA=-4.55. (5) Drug 1: CC(C)(C#N)C1=CC(=CC(=C1)CN2C=NC=N2)C(C)(C)C#N. Drug 2: CN(CC1=CN=C2C(=N1)C(=NC(=N2)N)N)C3=CC=C(C=C3)C(=O)NC(CCC(=O)O)C(=O)O. Cell line: SF-268. Synergy scores: CSS=16.3, Synergy_ZIP=-2.71, Synergy_Bliss=3.85, Synergy_Loewe=-11.7, Synergy_HSA=1.96. (6) Drug 1: CC1C(C(CC(O1)OC2CC(CC3=C2C(=C4C(=C3O)C(=O)C5=C(C4=O)C(=CC=C5)OC)O)(C(=O)CO)O)N)O.Cl. Drug 2: C1C(C(OC1N2C=NC(=NC2=O)N)CO)O. Cell line: UACC62. Synergy scores: CSS=2.92, Synergy_ZIP=-1.41, Synergy_Bliss=1.60, Synergy_Loewe=-0.0257, Synergy_HSA=1.02. (7) Drug 1: COC1=NC(=NC2=C1N=CN2C3C(C(C(O3)CO)O)O)N. Cell line: BT-549. Synergy scores: CSS=18.8, Synergy_ZIP=2.06, Synergy_Bliss=1.20, Synergy_Loewe=0.948, Synergy_HSA=1.06. Drug 2: CCC1(CC2CC(C3=C(CCN(C2)C1)C4=CC=CC=C4N3)(C5=C(C=C6C(=C5)C78CCN9C7C(C=CC9)(C(C(C8N6C)(C(=O)OC)O)OC(=O)C)CC)OC)C(=O)OC)O.OS(=O)(=O)O.